Dataset: Catalyst prediction with 721,799 reactions and 888 catalyst types from USPTO. Task: Predict which catalyst facilitates the given reaction. (1) Reactant: [C:12]([O:11][C:9](O[C:9]([O:11][C:12]([CH3:15])([CH3:14])[CH3:13])=[O:10])=[O:10])([CH3:15])([CH3:14])[CH3:13].[CH2:16]([O:24][C:25]([C@:27]1([NH2:32])[CH2:31][CH2:30][O:29][CH2:28]1)=[O:26])[CH2:17][C:18]1[CH:23]=[CH:22][CH:21]=[CH:20][CH:19]=1.CN(C1C=CC=CN=1)C. Product: [CH2:16]([O:24][C:25]([C@:27]1([NH:32][C:9]([O:11][C:12]([CH3:13])([CH3:14])[CH3:15])=[O:10])[CH2:31][CH2:30][O:29][CH2:28]1)=[O:26])[CH2:17][C:18]1[CH:19]=[CH:20][CH:21]=[CH:22][CH:23]=1. The catalyst class is: 4. (2) Reactant: Br[C:2]1[CH:9]=[C:6]([CH:7]=[O:8])[C:5]([OH:10])=[CH:4][CH:3]=1.[C:11]1(B(O)O)[CH:16]=[CH:15][CH:14]=[CH:13][CH:12]=1.COCCOC.C(=O)([O-])[O-].[Na+].[Na+]. Product: [CH:7]([C:6]1[CH:9]=[C:2]([C:11]2[CH:16]=[CH:15][CH:14]=[CH:13][CH:12]=2)[CH:3]=[CH:4][C:5]=1[OH:10])=[O:8]. The catalyst class is: 93. (3) The catalyst class is: 4. Reactant: C(N(CC)CC)C.[C:8](Cl)([C:21]1[CH:26]=[CH:25][CH:24]=[CH:23][CH:22]=1)([C:15]1[CH:20]=[CH:19][CH:18]=[CH:17][CH:16]=1)[C:9]1[CH:14]=[CH:13][CH:12]=[CH:11][CH:10]=1.[CH2:28]([NH:35][CH2:36][CH2:37][NH2:38])[C:29]1[CH:34]=[CH:33][CH:32]=[CH:31][CH:30]=1.O. Product: [CH2:28]([NH:35][CH2:36][CH2:37][NH:38][C:8]([C:21]1[CH:26]=[CH:25][CH:24]=[CH:23][CH:22]=1)([C:15]1[CH:20]=[CH:19][CH:18]=[CH:17][CH:16]=1)[C:9]1[CH:14]=[CH:13][CH:12]=[CH:11][CH:10]=1)[C:29]1[CH:34]=[CH:33][CH:32]=[CH:31][CH:30]=1. (4) Reactant: O=[C:2]([C:6]1[C:10]2=[N:11][CH:12]=[CH:13][CH:14]=[C:9]2[NH:8][CH:7]=1)[C:3]([NH2:5])=O.[H-].[Al+3].[Li+].[H-].[H-].[H-]. Product: [NH2:5][CH2:3][CH2:2][C:6]1[C:10]2[C:9](=[CH:14][CH:13]=[CH:12][N:11]=2)[NH:8][CH:7]=1. The catalyst class is: 28. (5) Reactant: [NH:1]1[CH2:5][CH:4]=[CH:3][CH2:2]1.[C:6](O[C:6]([O:8][C:9]([CH3:12])([CH3:11])[CH3:10])=[O:7])([O:8][C:9]([CH3:12])([CH3:11])[CH3:10])=[O:7]. Product: [C:9]([O:8][C:6]([N:1]1[CH2:5][CH:4]=[CH:3][CH2:2]1)=[O:7])([CH3:12])([CH3:11])[CH3:10]. The catalyst class is: 2. (6) Reactant: Br.[CH2:2]1[C:11]2[C:6](=[CH:7][CH:8]=[CH:9][C:10]=2[OH:12])[CH2:5][CH2:4][NH:3]1.CCN(C(C)C)C(C)C.[Si:22](OS(C(F)(F)F)(=O)=O)([CH:29]([CH3:31])[CH3:30])([CH:26]([CH3:28])[CH3:27])[CH:23]([CH3:25])[CH3:24]. Product: [CH:23]([Si:22]([CH:29]([CH3:31])[CH3:30])([CH:26]([CH3:28])[CH3:27])[O:12][C:10]1[CH:9]=[CH:8][CH:7]=[C:6]2[C:11]=1[CH2:2][NH:3][CH2:4][CH2:5]2)([CH3:25])[CH3:24]. The catalyst class is: 1. (7) Reactant: [CH3:1][N:2]1[CH:6]=[C:5]([N:7]2[CH2:12][CH2:11][N:10](C(OC(C)(C)C)=O)[CH2:9][C:8]2=[O:20])[CH:4]=[N:3]1.Cl. Product: [CH3:1][N:2]1[CH:6]=[C:5]([N:7]2[CH2:12][CH2:11][NH:10][CH2:9][C:8]2=[O:20])[CH:4]=[N:3]1. The catalyst class is: 13. (8) Reactant: [BH4-].[Li+].[Cl:3][C:4]1[CH:5]=[CH:6][C:7]([C:26](OC)=[O:27])=[C:8]2[C:12]=1[N:11]=[C:10]1[N:13]([C:17]3[C:22]([CH3:23])=[CH:21][C:20]([Cl:24])=[CH:19][C:18]=3[Cl:25])[CH2:14][CH2:15][CH2:16][N:9]21. Product: [Cl:3][C:4]1[C:12]2[N:11]=[C:10]3[N:13]([C:17]4[C:22]([CH3:23])=[CH:21][C:20]([Cl:24])=[CH:19][C:18]=4[Cl:25])[CH2:14][CH2:15][CH2:16][N:9]3[C:8]=2[C:7]([CH2:26][OH:27])=[CH:6][CH:5]=1. The catalyst class is: 7. (9) Reactant: [CH3:1][C:2]([NH:6][C:7]([C:9]1[S:10][CH:11]=[CH:12][C:13]=1[OH:14])=[O:8])([CH3:5])[C:3]#[CH:4].C([O-])([O-])=O.[Cs+].[Cs+].[CH2:21](Br)[C:22]1[CH:27]=[CH:26][CH:25]=[CH:24][CH:23]=1. Product: [CH2:21]([O:14][C:13]1[CH:12]=[CH:11][S:10][C:9]=1[C:7]([NH:6][C:2]([CH3:1])([CH3:5])[C:3]#[CH:4])=[O:8])[C:22]1[CH:27]=[CH:26][CH:25]=[CH:24][CH:23]=1. The catalyst class is: 3. (10) Reactant: [I-].[CH:2]([P+](C1C=CC=CC=1)(C1C=CC=CC=1)C1C=CC=CC=1)([CH3:4])[CH3:3].C([Li])CCC.[CH3:29][O:30][C:31]([C:33]1[CH:38]=[CH:37][C:36]([CH:39]=O)=[CH:35][CH:34]=1)=[O:32].[Cl-].[NH4+]. Product: [CH3:3][C:2]([CH3:4])=[CH:39][C:36]1[CH:37]=[CH:38][C:33]([C:31]([O:30][CH3:29])=[O:32])=[CH:34][CH:35]=1. The catalyst class is: 7.